From a dataset of Forward reaction prediction with 1.9M reactions from USPTO patents (1976-2016). Predict the product of the given reaction. (1) The product is: [Cl:36][C:32]1[CH:31]=[C:30]2[C:35]([C:26]([N:23]3[CH2:24][CH2:25][N:20]([C:18]([NH:17][CH:7]4[CH2:6][CH:5]([OH:4])[C:11]5[CH:12]=[C:13]([F:16])[CH:14]=[CH:15][C:10]=5[CH2:9][CH2:8]4)=[O:19])[CH2:21][CH2:22]3)=[CH:27][CH:28]=[N:29]2)=[CH:34][CH:33]=1. Given the reactants C([O:4][CH:5]1[C:11]2[CH:12]=[C:13]([F:16])[CH:14]=[CH:15][C:10]=2[CH2:9][CH2:8][CH:7]([NH:17][C:18]([N:20]2[CH2:25][CH2:24][N:23]([C:26]3[C:35]4[C:30](=[CH:31][C:32]([Cl:36])=[CH:33][CH:34]=4)[N:29]=[CH:28][CH:27]=3)[CH2:22][CH2:21]2)=[O:19])[CH2:6]1)(=O)C.[Li+].[OH-], predict the reaction product. (2) Given the reactants Br[C:2]1[CH:7]=[CH:6][C:5]([N+:8]([O-:10])=[O:9])=[CH:4][C:3]=1[C:11]1[CH:16]=[CH:15][CH:14]=[CH:13][CH:12]=1.[CH3:17][C:18]1([CH3:34])[C:30]2[CH:29]=[C:28](B(O)O)[CH:27]=[CH:26][C:25]=2[C:24]2[C:19]1=[CH:20][CH:21]=[CH:22][CH:23]=2.C([O-])([O-])=O.[Na+].[Na+].CCO, predict the reaction product. The product is: [CH3:17][C:18]1([CH3:34])[C:19]2[CH:20]=[C:21]([C:2]3[CH:7]=[CH:6][C:5]([N+:8]([O-:10])=[O:9])=[CH:4][C:3]=3[C:11]3[CH:16]=[CH:15][CH:14]=[CH:13][CH:12]=3)[CH:22]=[CH:23][C:24]=2[C:25]2[C:30]1=[CH:29][CH:28]=[CH:27][CH:26]=2. (3) Given the reactants CO.[CH3:3][C:4]1[C:13]([CH2:14][CH:15]=C)=[CH:12][CH:11]=[C:10]2[C:5]=1[CH2:6][CH2:7][O:8][C:9]2=[O:17].[O:18]=[O+][O-].CSC, predict the reaction product. The product is: [CH3:3][C:4]1[C:13]([CH2:14][CH:15]=[O:18])=[CH:12][CH:11]=[C:10]2[C:5]=1[CH2:6][CH2:7][O:8][C:9]2=[O:17]. (4) Given the reactants [F-].[Na+].[C:3]([O:11][CH:12]1[CH2:16][CH:15]=[CH:14][CH2:13]1)(=[O:10])[C:4]1[CH:9]=[CH:8][CH:7]=[CH:6][CH:5]=1.[F:17][C:18]([F:30])(S(F)(=O)=O)C(O[Si](C)(C)C)=O, predict the reaction product. The product is: [C:3]([O:11][CH:12]1[CH2:13][CH:14]2[CH:15]([C:18]2([F:30])[F:17])[CH2:16]1)(=[O:10])[C:4]1[CH:9]=[CH:8][CH:7]=[CH:6][CH:5]=1. (5) Given the reactants [Br:1][C:2]1[C:3](N2CC[C@@H](O)C2)=[N:4][CH:5]=[C:6]([CH:21]=1)[C:7]([NH:9][C:10]1[CH:15]=[CH:14][C:13]([O:16][C:17]([F:20])([F:19])[F:18])=[CH:12][CH:11]=1)=[O:8].[CH2:28]1[C:31]2([CH2:35][CH2:34][NH:33][CH2:32]2)[CH2:30][O:29]1, predict the reaction product. The product is: [Br:1][C:2]1[C:3]([N:33]2[CH2:34][CH2:35][C:31]3([CH2:30][O:29][CH2:28]3)[CH2:32]2)=[N:4][CH:5]=[C:6]([CH:21]=1)[C:7]([NH:9][C:10]1[CH:11]=[CH:12][C:13]([O:16][C:17]([F:19])([F:18])[F:20])=[CH:14][CH:15]=1)=[O:8].